Dataset: Catalyst prediction with 721,799 reactions and 888 catalyst types from USPTO. Task: Predict which catalyst facilitates the given reaction. (1) Reactant: [NH:1]1[CH2:3][C@H:2]1[CH2:4][O:5][C:6]1[CH:7]=[C:8]([C:12]2[CH:13]=[C:14]3[C:19](=[C:20]([NH2:22])[N:21]=2)[CH:18]=[N:17][C:16]2[CH:23]=[C:24]([O:29][CH3:30])[C:25]([O:27][CH3:28])=[CH:26][C:15]3=2)[CH:9]=[N:10][CH:11]=1.C(N(C(C)C)CC)(C)C.[C:40]1([P:46](Cl)([C:48]2[CH:53]=[CH:52][CH:51]=[CH:50][CH:49]=2)=[O:47])[CH:45]=[CH:44][CH:43]=[CH:42][CH:41]=1. Product: [C:40]1([P:46]([N:1]2[CH2:3][C@H:2]2[CH2:4][O:5][C:6]2[CH:7]=[C:8]([C:12]3[CH:13]=[C:14]4[C:19](=[C:20]([NH2:22])[N:21]=3)[CH:18]=[N:17][C:16]3[CH:23]=[C:24]([O:29][CH3:30])[C:25]([O:27][CH3:28])=[CH:26][C:15]4=3)[CH:9]=[N:10][CH:11]=2)([C:48]2[CH:53]=[CH:52][CH:51]=[CH:50][CH:49]=2)=[O:47])[CH:41]=[CH:42][CH:43]=[CH:44][CH:45]=1. The catalyst class is: 147. (2) Reactant: [Br:1][C:2]1[C:10]2[C:5](=[CH:6][CH:7]=[N:8][CH:9]=2)[NH:4][CH:3]=1.CN(C1C=CC=CN=1)C.[O:20](C(OC(C)(C)C)=O)[C:21]([O:23][C:24]([CH3:27])([CH3:26])[CH3:25])=O. Product: [C:21]([N:4]1[C:5]2[C:10](=[CH:9][N:8]=[CH:7][CH:6]=2)[C:2]([Br:1])=[CH:3]1)([O:23][C:24]([CH3:27])([CH3:26])[CH3:25])=[O:20]. The catalyst class is: 1. (3) Reactant: [NH2:1][CH2:2][CH2:3][NH:4][CH2:5][CH2:6][OH:7].[F:8][C:9]([F:16])([F:15])[C:10](OCC)=[O:11]. Product: [F:8][C:9]([F:16])([F:15])[C:10]([NH:1][CH2:2][CH2:3][NH:4][CH2:5][CH2:6][OH:7])=[O:11]. The catalyst class is: 28. (4) Reactant: [H-].[Al+3].[Li+].[H-].[H-].[H-].[NH2:7][C:8]1[CH:25]=[CH:24][CH:23]=[CH:22][C:9]=1[C:10]([NH:12][C:13]1[CH:18]=[CH:17][C:16]([O:19][CH3:20])=[C:15]([F:21])[CH:14]=1)=O. Product: [NH2:7][C:8]1[CH:25]=[CH:24][CH:23]=[CH:22][C:9]=1[CH2:10][NH:12][C:13]1[CH:18]=[CH:17][C:16]([O:19][CH3:20])=[C:15]([F:21])[CH:14]=1. The catalyst class is: 12. (5) Reactant: CCC([O-])(C)C.[Na+].[F:8][C:9]([F:23])([F:22])[C:10]1[CH:11]=[C:12]([CH:15]=[C:16]([C:18]([F:21])([F:20])[F:19])[CH:17]=1)[CH2:13]Br.[C:24]([O:28][C:29](=[O:44])[NH:30][C@@H:31]1[CH2:37][C:36](=[O:38])[C:35]2[CH:39]=[CH:40][CH:41]=[CH:42][C:34]=2[NH:33][C:32]1=[O:43])([CH3:27])([CH3:26])[CH3:25].[Cl-].[NH4+]. Product: [C:24]([O:28][C:29](=[O:44])[NH:30][C@@H:31]1[CH2:37][C:36](=[O:38])[C:35]2[CH:39]=[CH:40][CH:41]=[CH:42][C:34]=2[N:33]([CH2:13][C:12]2[CH:11]=[C:10]([C:9]([F:23])([F:22])[F:8])[CH:17]=[C:16]([C:18]([F:21])([F:20])[F:19])[CH:15]=2)[C:32]1=[O:43])([CH3:27])([CH3:25])[CH3:26]. The catalyst class is: 35.